This data is from Peptide-MHC class II binding affinity with 134,281 pairs from IEDB. The task is: Regression. Given a peptide amino acid sequence and an MHC pseudo amino acid sequence, predict their binding affinity value. This is MHC class II binding data. (1) The peptide sequence is PEDSALLEDPAG. The MHC is DRB3_0101 with pseudo-sequence DRB3_0101. The binding affinity (normalized) is 0.295. (2) The peptide sequence is DNKFPGGGQIVGGVY. The MHC is HLA-DQA10501-DQB10301 with pseudo-sequence HLA-DQA10501-DQB10301. The binding affinity (normalized) is 0.690. (3) The peptide sequence is AAYKLAYKTAEGATP. The MHC is HLA-DQA10501-DQB10201 with pseudo-sequence HLA-DQA10501-DQB10201. The binding affinity (normalized) is 0.213. (4) The MHC is DRB1_1101 with pseudo-sequence DRB1_1101. The binding affinity (normalized) is 0.705. The peptide sequence is NNQNFFWAVKPKVVR. (5) The peptide sequence is LKDLWDYMLNSTGGI. The MHC is DRB1_0404 with pseudo-sequence DRB1_0404. The binding affinity (normalized) is 0.730. (6) The peptide sequence is ITKGKVDPTDYFRNE. The MHC is HLA-DQA10301-DQB10302 with pseudo-sequence HLA-DQA10301-DQB10302. The binding affinity (normalized) is 0.0269. (7) The peptide sequence is LLAMAVLAALFAGAW. The MHC is DRB1_0401 with pseudo-sequence DRB1_0401. The binding affinity (normalized) is 0.136. (8) The binding affinity (normalized) is 0.410. The MHC is DRB1_0701 with pseudo-sequence DRB1_0701. The peptide sequence is AGVLFMFVLLLSGQI. (9) The peptide sequence is GELQIVDKIDACFKI. The MHC is DRB1_1302 with pseudo-sequence DRB1_1302. The binding affinity (normalized) is 0.527. (10) The binding affinity (normalized) is 0. The peptide sequence is YEKVRSQLKNNAKEIGNGC. The MHC is DRB1_0701 with pseudo-sequence DRB1_0701.